Dataset: Reaction yield outcomes from USPTO patents with 853,638 reactions. Task: Predict the reaction yield, written as a fraction of the theoretical maximum amount of product (1.0 means a 100% yield; for example, 0.34 means a 34% yield). (1) The reactants are [C:1]1([C:19]2[CH:24]=[CH:23][CH:22]=[CH:21][CH:20]=2)[CH:6]=[CH:5][CH:4]=[CH:3][C:2]=1[P:7]1[C:13]([CH3:15])([CH3:14])[CH2:12][CH2:11][C:10](=O)[CH2:9][C:8]1([CH3:18])[CH3:17].C(O)COCCO.O.NN.[OH-].[K+]. The catalyst is O.CCCCCCC. The product is [C:1]1([C:19]2[CH:24]=[CH:23][CH:22]=[CH:21][CH:20]=2)[CH:6]=[CH:5][CH:4]=[CH:3][C:2]=1[P:7]1[C:13]([CH3:14])([CH3:15])[CH2:12][CH2:11][CH2:10][CH2:9][C:8]1([CH3:18])[CH3:17]. The yield is 0.510. (2) The catalyst is CN(C=O)C. The reactants are [OH:1][C:2]1[C:3](=[O:16])[CH:4]=[C:5]([CH2:8][O:9][CH:10]2[CH2:15][CH2:14][CH2:13][CH2:12][O:11]2)[O:6][CH:7]=1.C([O-])([O-])=O.[Cs+].[Cs+].[Br:23][CH2:24][CH2:25][CH2:26][CH2:27][CH2:28]Br. The yield is 0.910. The product is [Br:23][CH2:24][CH2:25][CH2:26][CH2:27][CH2:28][O:1][C:2]1[C:3](=[O:16])[CH:4]=[C:5]([CH2:8][O:9][CH:10]2[CH2:15][CH2:14][CH2:13][CH2:12][O:11]2)[O:6][CH:7]=1. (3) The reactants are [C:1]([N:4]1[CH2:9][CH2:8][N:7]([CH2:10][CH2:11][O:12][C:13]2[CH:18]=[CH:17][C:16]([C:19]3([OH:38])[CH2:24][CH2:23][N:22]([C:25]4[CH:26]=[CH:27][C:28]5[N:29]([C:31]([C:34]([F:37])([F:36])[F:35])=[N:32][N:33]=5)[N:30]=4)[CH2:21][CH2:20]3)=[C:15]([F:39])[CH:14]=2)C[CH2:5]1)(=[O:3])[CH3:2].OCCN1CCN(C)C(=O)C1. No catalyst specified. The product is [F:39][C:15]1[CH:14]=[C:13]([CH:18]=[CH:17][C:16]=1[C:19]1([OH:38])[CH2:20][CH2:21][N:22]([C:25]2[CH:26]=[CH:27][C:28]3[N:29]([C:31]([C:34]([F:35])([F:37])[F:36])=[N:32][N:33]=3)[N:30]=2)[CH2:23][CH2:24]1)[O:12][CH2:11][CH2:10][N:7]1[CH2:8][CH2:9][N:4]([CH3:5])[C:1](=[O:3])[CH2:2]1. The yield is 0.310. (4) The reactants are [Br:1][C:2]1[C:7]([O:8][CH2:9][O:10][CH3:11])=[CH:6][CH:5]=[C:4]([CH3:12])[C:3]=1[CH2:13][OH:14].[CH3:15][S:16](Cl)(=[O:18])=[O:17].C(N(CC)CC)C. The catalyst is C(OCC)(=O)C. The product is [CH3:15][S:16]([O:14][CH2:13][C:3]1[C:4]([CH3:12])=[CH:5][CH:6]=[C:7]([O:8][CH2:9][O:10][CH3:11])[C:2]=1[Br:1])(=[O:18])=[O:17]. The yield is 1.00. (5) The reactants are C[O:2][C:3](=O)/[C:4](/[C:8]1[CH:13]=[CH:12][CH:11]=[CH:10][C:9]=1[CH2:14][O:15][C:16]1[CH:21]=[CH:20][C:19]([CH:22]=[C:23]([Cl:25])[Cl:24])=[CH:18][C:17]=1[CH3:26])=[N:5]/[O:6][CH3:7].COC(=O)/[C:31](/C1C=CC=CC=1COC1C=CC(C=C(Cl)Cl)=CC=1Cl)=[N:32]/OC. No catalyst specified. The product is [Cl:24][C:23]([Cl:25])=[CH:22][C:19]1[CH:20]=[CH:21][C:16]([O:15][CH2:14][C:9]2[CH:10]=[CH:11][CH:12]=[CH:13][C:8]=2/[C:4](=[N:5]\[O:6][CH3:7])/[C:3]([NH:32][CH3:31])=[O:2])=[C:17]([CH3:26])[CH:18]=1. The yield is 0.860. (6) The reactants are [CH3:1][C:2]1[N:7]=[C:6]2[N:8]([C:18]3[CH:23]=[CH:22][C:21]([CH2:24][CH2:25]NC(NS(C4C=CC(C)=CC=4)(=O)=O)=O)=[CH:20][CH:19]=3)[C:9]([CH2:11][CH2:12][C:13]3[S:14][CH:15]=[CH:16][N:17]=3)=[N:10][C:5]2=[C:4]([CH3:40])[CH:3]=1.S1C=CN=C1CCC(O)=O.[ClH:51].C(N=C=NCCCN(C)C)C. The yield is 0.530. The catalyst is ClCCl. The product is [Cl:51][CH2:25][CH2:24][C:21]1[CH:22]=[CH:23][C:18]([N:8]2[C:6]3=[N:7][C:2]([CH3:1])=[CH:3][C:4]([CH3:40])=[C:5]3[N:10]=[C:9]2[CH2:11][CH2:12][C:13]2[S:14][CH:15]=[CH:16][N:17]=2)=[CH:19][CH:20]=1. (7) The reactants are [CH2:1]([O:3][C:4]1[C:14]([O:15][CH2:16][CH3:17])=[CH:13][C:7]([C:8]([O:10][CH2:11][CH3:12])=[O:9])=[C:6]([N+:18]([O-])=O)[CH:5]=1)[CH3:2].[H][H]. The catalyst is CCOC(C)=O.[Pd]. The product is [NH2:18][C:6]1[CH:5]=[C:4]([O:3][CH2:1][CH3:2])[C:14]([O:15][CH2:16][CH3:17])=[CH:13][C:7]=1[C:8]([O:10][CH2:11][CH3:12])=[O:9]. The yield is 0.990. (8) The yield is 0.680. The product is [F:1][C:2]1[CH:3]=[C:4]([N+:9]([O-:11])=[O:10])[CH:5]=[CH:6][C:7]=1[N:16]1[CH2:17][CH2:18][N:13]([CH3:12])[CH2:14][CH2:15]1. The reactants are [F:1][C:2]1[CH:3]=[C:4]([N+:9]([O-:11])=[O:10])[CH:5]=[CH:6][C:7]=1F.[CH3:12][N:13]1[CH2:18][CH2:17][NH:16][CH2:15][CH2:14]1.C(=O)([O-])[O-].[K+].[K+]. The catalyst is CS(C)=O. (9) The reactants are C1(CC([C:11]2[CH:16]=[CH:15][CH:14]=[C:13]([N+:17]([O-:19])=[O:18])[CH:12]=2)C(O)=O)CCCC1.[C:20](Cl)(=[O:24])[C:21](Cl)=O.[NH2:26][C:27]1[S:28][CH:29]=[CH:30][N:31]=1.C(N(CC)[CH:36]([CH3:38])[CH3:37])(C)C.O1C[CH2:44][CH2:43][CH2:42]1. The catalyst is C(Cl)Cl.CN(C)C=O. The product is [CH:36]1([CH2:37][CH:21]([C:12]2[CH:11]=[CH:16][CH:15]=[CH:14][C:13]=2[N+:17]([O-:19])=[O:18])[C:20]([NH:26][C:27]2[S:28][CH:29]=[CH:30][N:31]=2)=[O:24])[CH2:38][CH2:44][CH2:43][CH2:42]1. The yield is 0.722.